From a dataset of Peptide-MHC class I binding affinity with 185,985 pairs from IEDB/IMGT. Regression. Given a peptide amino acid sequence and an MHC pseudo amino acid sequence, predict their binding affinity value. This is MHC class I binding data. The peptide sequence is MLAESCDSV. The MHC is HLA-A02:03 with pseudo-sequence HLA-A02:03. The binding affinity (normalized) is 1.00.